From a dataset of Peptide-MHC class II binding affinity with 134,281 pairs from IEDB. Regression. Given a peptide amino acid sequence and an MHC pseudo amino acid sequence, predict their binding affinity value. This is MHC class II binding data. (1) The peptide sequence is PAKNIYSFNEIVALW. The MHC is HLA-DPA10103-DPB10401 with pseudo-sequence HLA-DPA10103-DPB10401. The binding affinity (normalized) is 0.392. (2) The peptide sequence is SSWIELDEIGEDVAP. The MHC is DRB1_0101 with pseudo-sequence DRB1_0101. The binding affinity (normalized) is 0.0798. (3) The peptide sequence is IKCFEKFLEPKVKFG. The MHC is DRB1_0401 with pseudo-sequence DRB1_0401. The binding affinity (normalized) is 0.0758. (4) The peptide sequence is IRQAGVQYSRADEEQ. The MHC is HLA-DPA10103-DPB10201 with pseudo-sequence HLA-DPA10103-DPB10201. The binding affinity (normalized) is 0. (5) The peptide sequence is APEDKYEAFVLHFSE. The MHC is HLA-DQA10102-DQB10602 with pseudo-sequence HLA-DQA10102-DQB10602. The binding affinity (normalized) is 0.607. (6) The peptide sequence is ESLHNPYPDYHWLRT. The MHC is DRB1_1501 with pseudo-sequence DRB1_1501. The binding affinity (normalized) is 0.514. (7) The peptide sequence is IIGVLHQNFKDTSMQ. The MHC is HLA-DQA10201-DQB10402 with pseudo-sequence HLA-DQA10201-DQB10402. The binding affinity (normalized) is 0.154. (8) The peptide sequence is PPVSFHGSDGCWYPM. The MHC is HLA-DQA10201-DQB10303 with pseudo-sequence HLA-DQA10201-DQB10303. The binding affinity (normalized) is 0.283. (9) The peptide sequence is KASTGGAYESYKFIPALEAA. The MHC is DRB5_0101 with pseudo-sequence DRB5_0101. The binding affinity (normalized) is 0.563.